This data is from HIV replication inhibition screening data with 41,000+ compounds from the AIDS Antiviral Screen. The task is: Binary Classification. Given a drug SMILES string, predict its activity (active/inactive) in a high-throughput screening assay against a specified biological target. (1) The molecule is Oc1ccc2c(c1)-c1c(c3cc(O)ccc3n1CCN1CCOCC1)CC2. The result is 0 (inactive). (2) The molecule is Nc1c(-c2nc3ccccc3[nH]2)sc(=S)n1-c1ccc(Cl)cc1. The result is 0 (inactive). (3) The result is 0 (inactive). The molecule is Nc1c(Cl)ncnc1NCCO. (4) The drug is S=C(N1CC1)N1CC1. The result is 0 (inactive). (5) The molecule is O=[N+]([O-])c1ccc(-c2cn(-c3ccc(Cl)cc3)cn2)cc1. The result is 0 (inactive).